Dataset: Reaction yield outcomes from USPTO patents with 853,638 reactions. Task: Predict the reaction yield, written as a fraction of the theoretical maximum amount of product (1.0 means a 100% yield; for example, 0.34 means a 34% yield). (1) The reactants are [F:1][C:2]1[CH:7]=[C:6]([N:8]2[CH:13]=[CH:12][CH:11]=[CH:10][C:9]2=[O:14])[CH:5]=[CH:4][C:3]=1[CH:15]([C:20]([C:22]1[N:26]([C:27]2[CH:32]=[CH:31][C:30]([O:33][CH3:34])=[CH:29][CH:28]=2)[N:25]=[C:24]([C:35]([F:38])([F:37])[F:36])[CH:23]=1)=[O:21])C(OC)=O.S(O)(O)(=O)=O. The catalyst is CO. The product is [F:1][C:2]1[CH:7]=[C:6]([N:8]2[CH:13]=[CH:12][CH:11]=[CH:10][C:9]2=[O:14])[CH:5]=[CH:4][C:3]=1[CH2:15][C:20]([C:22]1[N:26]([C:27]2[CH:28]=[CH:29][C:30]([O:33][CH3:34])=[CH:31][CH:32]=2)[N:25]=[C:24]([C:35]([F:38])([F:37])[F:36])[CH:23]=1)=[O:21]. The yield is 0.520. (2) The reactants are Cl.COCCCOC(C1C=CC=CC=1)C1CCCNC1.CSC(SC)=C[N+]([O-])=O.C(N(C(C)C)CC)(C)C.[CH3:39][O:40][CH2:41][CH2:42][CH2:43][O:44][CH:45]([C:59]1[CH:64]=[CH:63][CH:62]=[CH:61][CH:60]=1)[CH:46]1[CH2:51][CH2:50][CH2:49][N:48](/[C:52](/SC)=[CH:53]/[N+:54]([O-:56])=[O:55])[CH2:47]1.[NH2:65][C@@H:66]([CH2:76][CH:77]1[CH2:82][CH2:81][CH2:80][CH2:79][CH2:78]1)[CH2:67][NH:68][C:69](=[O:75])[O:70][C:71]([CH3:74])([CH3:73])[CH3:72]. The catalyst is C(#N)C. The product is [CH3:39][O:40][CH2:41][CH2:42][CH2:43][O:44][CH:45]([C:59]1[CH:64]=[CH:63][CH:62]=[CH:61][CH:60]=1)[CH:46]1[CH2:51][CH2:50][CH2:49][N:48]([C:52]([NH:65][C@@H:66]([CH2:76][CH:77]2[CH2:78][CH2:79][CH2:80][CH2:81][CH2:82]2)[CH2:67][NH:68][C:69](=[O:75])[O:70][C:71]([CH3:74])([CH3:72])[CH3:73])=[CH:53][N+:54]([O-:56])=[O:55])[CH2:47]1. The yield is 0.0660. (3) The reactants are C[O:2][P:3]([CH2:7][CH:8]=[CH:9][CH2:10][CH:11]([CH2:15][C:16]([CH3:33])=[CH:17][CH2:18][C:19]1[C:20]([OH:32])=[C:21]2[C:25](=[C:26]([CH3:30])[C:27]=1[O:28][CH3:29])[CH2:24][O:23][C:22]2=[O:31])[C:12]([OH:14])=[O:13])([O:5]C)=[O:4].N1C(C)=CC=CC=1C.C[Si](Br)(C)C. The catalyst is C(#N)C. The product is [OH:5][P:3]([CH2:7][CH:8]=[CH:9][CH2:10][CH:11]([CH2:15][C:16]([CH3:33])=[CH:17][CH2:18][C:19]1[C:20]([OH:32])=[C:21]2[C:25](=[C:26]([CH3:30])[C:27]=1[O:28][CH3:29])[CH2:24][O:23][C:22]2=[O:31])[C:12]([OH:14])=[O:13])([OH:4])=[O:2]. The yield is 0.600. (4) The reactants are [Si]([O:8][CH2:9][CH2:10][N:11]([C:22]1[CH:27]=[CH:26][C:25]([N:28]2[CH2:32][CH2:31][N:30]([CH2:33][C:34]([O:36]CC)=[O:35])[C:29]2=[O:39])=[C:24]([O:40][C:41]([F:44])([F:43])[F:42])[CH:23]=1)[C:12]([C:14]1[C:15](Cl)=[N:16][CH:17]=[N:18][C:19]=1Cl)=[O:13])(C(C)(C)C)(C)C.[NH2:45]C1C2C(=O)N(C3C=CC(B4OC(C)(C)C(C)(C)O4)=CC=3)CCOC=2N=CN=1.C([O-])([O-])=O.[K+].[K+]. The catalyst is O1CCOCC1.O.C1C=CC(P(C2C=CC=CC=2)[C-]2C=CC=C2)=CC=1.C1C=CC(P(C2C=CC=CC=2)[C-]2C=CC=C2)=CC=1.Cl[Pd]Cl.[Fe+2]. The product is [NH2:45][C:15]1[C:14]2[C:12](=[O:13])[N:11]([C:22]3[CH:27]=[CH:26][C:25]([N:28]4[CH2:32][CH2:31][N:30]([CH2:33][C:34]([OH:36])=[O:35])[C:29]4=[O:39])=[C:24]([O:40][C:41]([F:43])([F:42])[F:44])[CH:23]=3)[CH2:10][CH2:9][O:8][C:19]=2[N:18]=[CH:17][N:16]=1. The yield is 0.215. (5) The reactants are [Cl:1][C:2]1[CH:3]=[C:4]([C@H:9]2[C:18]3[C:13](=[CH:14][CH:15]=[CH:16][CH:17]=3)[C@H:12]([NH:19]C(=O)C)[CH2:11][CH2:10]2)[CH:5]=[CH:6][C:7]=1[Cl:8].Cl. The yield is 0.800. The catalyst is C(O)CC. The product is [ClH:1].[Cl:1][C:2]1[CH:3]=[C:4]([C@H:9]2[C:18]3[C:13](=[CH:14][CH:15]=[CH:16][CH:17]=3)[C@H:12]([NH2:19])[CH2:11][CH2:10]2)[CH:5]=[CH:6][C:7]=1[Cl:8]. (6) The reactants are [Br:1][C:2]1[C:7]2[S:8][CH:9]=[CH:10][C:6]=2[C:5]([Cl:11])=[C:4]([C:12]([OH:14])=O)[CH:3]=1.C(Cl)(C(Cl)=O)=O.BrC1C2SC=CC=2C(Cl)=C(C(Cl)=O)C=1.[CH2:35]([O:37][C:38]1[CH:43]=[CH:42][CH:41]=[CH:40][CH:39]=1)[CH3:36].[Al+3].[Cl-].[Cl-].[Cl-]. The catalyst is C(Cl)Cl.CN(C=O)C. The product is [Br:1][C:2]1[C:7]2[S:8][CH:9]=[CH:10][C:6]=2[C:5]([Cl:11])=[C:4]([C:12]([C:41]2[CH:42]=[CH:43][C:38]([O:37][CH2:35][CH3:36])=[CH:39][CH:40]=2)=[O:14])[CH:3]=1. The yield is 0.798. (7) The reactants are [OH:1][CH2:2][CH2:3][N:4]1[CH2:8][CH2:7][NH:6][C:5]1=[C:9]([C:12]#[N:13])[C:10]#[N:11].C(=O)([O-])[O-].[K+].[K+].[Br:20][CH2:21][CH2:22][CH2:23]Br.O. The catalyst is CN(C=O)C. The product is [Br:20][CH2:21][CH2:22][CH2:23][N:6]1[CH2:7][CH2:8][N:4]([CH2:3][CH2:2][OH:1])[C:5]1=[C:9]([C:10]#[N:11])[C:12]#[N:13]. The yield is 0.667. (8) The reactants are [Br:1][C:2]1[C:3](F)=[C:4]2[C:10]([NH:11][C:12](=[O:16])[CH2:13][O:14][CH3:15])=[CH:9][NH:8][C:5]2=[N:6][CH:7]=1.[CH3:18][C:19]1([NH:25][C:26](=[O:32])[O:27][C:28]([CH3:31])([CH3:30])[CH3:29])[CH2:24][CH2:23][CH2:22][NH:21][CH2:20]1. The catalyst is CCCCO. The product is [NH2:25][C:19]1([CH3:18])[CH2:24][CH2:23][CH2:22][N:21]([C:3]2[C:2]([Br:1])=[CH:7][N:6]=[C:5]3[NH:8][CH:9]=[C:10]([NH:11][C:12](=[O:16])[CH2:13][O:14][CH3:15])[C:4]=23)[CH2:20]1.[Br:1][C:2]1[C:3]([N:21]2[CH2:22][CH2:23][CH2:24][C:19]([NH:25][C:26](=[O:32])[O:27][C:28]([CH3:31])([CH3:30])[CH3:29])([CH3:18])[CH2:20]2)=[C:4]2[C:10]([NH:11][C:12](=[O:16])[CH2:13][O:14][CH3:15])=[CH:9][NH:8][C:5]2=[N:6][CH:7]=1. The yield is 0.490. (9) The reactants are [CH3:1][O:2][C:3]1[CH:8]=[CH:7][CH:6]=[CH:5][C:4]=1[SH:9].F[C:11]1[CH:16]=[CH:15][CH:14]=[CH:13][C:12]=1[N+:17]([O-:19])=[O:18].[CH3:20][O:21][C:22]1[CH:27]=[CH:26][CH:25]=[CH:24][C:23]=1[S:28][C:29]1[CH:35]=[CH:34][CH:33]=[CH:32][C:30]=1[NH2:31].[NH2:36][C:37]1[S:38][CH:39]=[CH:40][N:41]=1. No catalyst specified. The product is [CH3:1][O:2][C:3]1[CH:8]=[CH:7][CH:6]=[CH:5][C:4]=1[S:9][C:11]1[CH:16]=[CH:15][CH:14]=[CH:13][C:12]=1[N+:17]([O-:19])=[O:18].[CH3:20][O:21][C:22]1[CH:27]=[CH:26][CH:25]=[CH:24][C:23]=1[S:28][C:29]1[CH:35]=[CH:34][CH:33]=[CH:32][C:30]=1[NH:31][C:1]([NH:36][C:37]1[S:38][CH:39]=[CH:40][N:41]=1)=[O:2]. The yield is 0.820.